This data is from Forward reaction prediction with 1.9M reactions from USPTO patents (1976-2016). The task is: Predict the product of the given reaction. Given the reactants Cl[C:2]1[CH:3]=[C:4]([C:28]2[CH:32]=[CH:31][NH:30][N:29]=2)[C:5]2[N:6]([C:8]([C:22]3[CH:27]=[CH:26][CH:25]=[CH:24][CH:23]=3)=[C:9]([C:11]3[CH:16]=[CH:15][C:14]([C:17]4([NH2:21])[CH2:20][CH2:19][CH2:18]4)=[CH:13][CH:12]=3)[N:10]=2)[N:7]=1.[CH3:33][O-:34].[Na+].O, predict the reaction product. The product is: [CH3:33][O:34][C:2]1[CH:3]=[C:4]([C:28]2[CH:32]=[CH:31][NH:30][N:29]=2)[C:5]2[N:6]([C:8]([C:22]3[CH:27]=[CH:26][CH:25]=[CH:24][CH:23]=3)=[C:9]([C:11]3[CH:16]=[CH:15][C:14]([C:17]4([NH2:21])[CH2:20][CH2:19][CH2:18]4)=[CH:13][CH:12]=3)[N:10]=2)[N:7]=1.